From a dataset of Full USPTO retrosynthesis dataset with 1.9M reactions from patents (1976-2016). Predict the reactants needed to synthesize the given product. (1) Given the product [Cl:21][C:22]1[C:23]([CH3:32])=[C:24]([S:28]([NH:1][C@@H:2]2[CH2:6][CH2:5][N:4]([C:7]#[N:16])[CH2:3]2)(=[O:30])=[O:29])[CH:25]=[CH:26][CH:27]=1, predict the reactants needed to synthesize it. The reactants are: [NH2:1][C@@H:2]1[CH2:6][CH2:5][N:4]([C:7](OC(C)(C)C)=O)[CH2:3]1.C([N:16](CC)CC)C.[Cl:21][C:22]1[C:23]([CH3:32])=[C:24]([S:28](Cl)(=[O:30])=[O:29])[CH:25]=[CH:26][CH:27]=1.CCN(C(C)C)C(C)C.BrC#N. (2) Given the product [CH3:14][C:8]1([CH3:13])[C:9]([CH3:12])([CH3:10])[C:16]2[C:15](=[CH:20][CH:19]=[CH:18][CH:17]=2)[N:5]2[N:4]=[C:3]([CH2:2][CH2:1][C:21]3[CH:25]=[C:24]4[C:26]([CH3:32])([CH3:31])[C:27]([CH3:28])([CH3:30])[C:34]5[C:33]([N:23]4[N:22]=3)=[CH:38][CH:37]=[CH:36][CH:35]=5)[CH:7]=[C:6]12, predict the reactants needed to synthesize it. The reactants are: [CH2:1]([C:21]1[CH:25]=[C:24]([C:26]([CH3:32])([CH3:31])[C:27]([CH3:30])(O)[CH3:28])[N:23]([C:33]2[CH:38]=[CH:37][CH:36]=[CH:35][CH:34]=2)[N:22]=1)[CH2:2][C:3]1[CH:7]=[C:6]([C:8]([CH3:14])([CH3:13])[C:9]([CH3:12])(O)[CH3:10])[N:5]([C:15]2[CH:20]=[CH:19][CH:18]=[CH:17][CH:16]=2)[N:4]=1.[Cl-].[Cl-].[Cl-].[Al+3]. (3) Given the product [CH3:23][C@H:24]1[NH:25][CH2:26][CH2:27][N:28]([C@@H:10]([C:3]2[CH:4]=[C:5]([F:9])[CH:6]=[C:7]([F:8])[C:2]=2[F:1])[CH3:12])[CH2:29]1, predict the reactants needed to synthesize it. The reactants are: [F:1][C:2]1[C:7]([F:8])=[CH:6][C:5]([F:9])=[CH:4][C:3]=1[C@H:10]([CH3:12])O.CS(Cl)(=O)=O.S([O-])(=O)(=O)C.[CH3:23][C@@H:24]1[CH2:29][NH:28][CH2:27][CH2:26][NH:25]1.CC1(C)CCCC(C)(C)N1. (4) Given the product [CH2:1]([N:8]1[CH2:13][CH2:12][C:11](=[N:14][NH:15][C:16]2[S:18][CH:20]=[C:21]([C:23]3[CH:28]=[CH:27][CH:26]=[C:25]([N+:29]([O-:31])=[O:30])[CH:24]=3)[N:17]=2)[CH2:10][CH2:9]1)[C:2]1[CH:3]=[CH:4][CH:5]=[CH:6][CH:7]=1, predict the reactants needed to synthesize it. The reactants are: [CH2:1]([N:8]1[CH2:13][CH2:12][C:11](=[N:14][NH:15][C:16](=[S:18])[NH2:17])[CH2:10][CH2:9]1)[C:2]1[CH:7]=[CH:6][CH:5]=[CH:4][CH:3]=1.Br[CH2:20][C:21]([C:23]1[CH:28]=[CH:27][CH:26]=[C:25]([N+:29]([O-:31])=[O:30])[CH:24]=1)=O. (5) Given the product [NH:20]1[C:18]([C:6]2[CH:8]=[N:9][CH:10]=[CH:11][C:5]=2[C:4]([OH:3])=[O:12])=[N:19][N:26]=[N:25]1.[NH:25]1[C:2]([C:18]2[N:20]=[CH:21][CH:22]=[CH:23][C:17]=2[C:16]([OH:15])=[O:24])=[N:7][N:27]=[N:26]1, predict the reactants needed to synthesize it. The reactants are: C[C:2]1[O:3][C:4](=[O:12])[C:5]2[CH:11]=[CH:10][N:9]=[CH:8][C:6]=2[N:7]=1.CC1[O:15][C:16](=[O:24])[C:17]2[CH:23]=[CH:22][CH:21]=[N:20][C:18]=2[N:19]=1.[N-:25]=[N+:26]=[N-:27].[Na+]. (6) Given the product [CH3:20][O:6][C:1]1([O:14][CH3:13])[CH2:5][CH2:4][CH2:3][CH:2]1[OH:7], predict the reactants needed to synthesize it. The reactants are: [C:1]1(=[O:6])[CH2:5][CH2:4][CH2:3][CH2:2]1.[OH-:7].[K+].I(C1C=CC=CC=1[C:13](O)=[O:14])=O.[CH3:20]O. (7) The reactants are: [C:1]([C:3]1[CH:11]=[CH:10][CH:9]=[CH:8][C:4]=1[C:5]([OH:7])=O)#[N:2].Cl.[Cl:13][C:14]1[CH:27]=[CH:26][C:17]([C:18]([CH:20]2[CH2:25][CH2:24][NH:23][CH2:22][CH2:21]2)=[O:19])=[CH:16][CH:15]=1.CN1CCOCC1.O.[Cl-].COC1N=C(OC)N=C([N+]2(C)CCOCC2)N=1.Cl. Given the product [C:1]([C:3]1[CH:11]=[CH:10][CH:9]=[CH:8][C:4]=1[C:5]([N:23]1[CH2:24][CH2:25][CH:20]([C:18](=[O:19])[C:17]2[CH:16]=[CH:15][C:14]([Cl:13])=[CH:27][CH:26]=2)[CH2:21][CH2:22]1)=[O:7])#[N:2], predict the reactants needed to synthesize it. (8) The reactants are: [N:1]1([C:6]2[CH:7]=[C:8]([CH:10]=[CH:11][CH:12]=2)[NH2:9])[CH:5]=[CH:4][CH:3]=[CH:2]1.[Cl:13][C:14]1[CH:19]=[CH:18][C:17]([NH:20][C:21](=[O:28])[CH2:22][O:23][CH2:24][C:25](O)=[O:26])=[C:16]([C:29]([O:31]C)=[O:30])[CH:15]=1. Given the product [Cl:13][C:14]1[CH:19]=[CH:18][C:17]([NH:20][C:21](=[O:28])[CH2:22][O:23][CH2:24][C:25](=[O:26])[NH:9][C:8]2[CH:10]=[CH:11][CH:12]=[C:6]([N:1]3[CH:2]=[CH:3][CH:4]=[CH:5]3)[CH:7]=2)=[C:16]([CH:15]=1)[C:29]([OH:31])=[O:30], predict the reactants needed to synthesize it.